This data is from Full USPTO retrosynthesis dataset with 1.9M reactions from patents (1976-2016). The task is: Predict the reactants needed to synthesize the given product. (1) Given the product [F:14][C:15]1[CH:23]=[C:22]2[C:18]([C:19]([C:2]3[CH:3]=[CH:4][C:5]4[S:9](=[O:11])(=[O:10])[NH:8][C@H:7]([CH3:12])[C:6]=4[CH:13]=3)=[CH:20][N:21]2[C:24]([O:26][C:27]([CH3:30])([CH3:29])[CH3:28])=[O:25])=[CH:17][CH:16]=1, predict the reactants needed to synthesize it. The reactants are: Br[C:2]1[CH:3]=[CH:4][C:5]2[S:9](=[O:11])(=[O:10])[NH:8][C@H:7]([CH3:12])[C:6]=2[CH:13]=1.[F:14][C:15]1[CH:23]=[C:22]2[C:18]([C:19](B3OC(C)(C)C(C)(C)O3)=[CH:20][N:21]2[C:24]([O:26][C:27]([CH3:30])([CH3:29])[CH3:28])=[O:25])=[CH:17][CH:16]=1.[O-]P([O-])([O-])=O.[K+].[K+].[K+]. (2) Given the product [OH:2][C:3]1[CH:4]=[CH:5][C:6]([N:9]2[C:15](=[O:16])[CH2:14][C:13](=[O:17])[NH:12][C:11]3[C:18]4[CH2:19][CH2:20][CH2:21][CH2:22][C:23]=4[CH:24]=[CH:25][C:10]2=3)=[CH:7][CH:8]=1, predict the reactants needed to synthesize it. The reactants are: C[O:2][C:3]1[CH:8]=[CH:7][C:6]([N:9]2[C:15](=[O:16])[CH2:14][C:13](=[O:17])[NH:12][C:11]3[C:18]4[CH2:19][CH2:20][CH2:21][CH2:22][C:23]=4[CH:24]=[CH:25][C:10]2=3)=[CH:5][CH:4]=1.[B]. (3) Given the product [Cl:1][C:2]1[CH:9]=[C:8]([Cl:10])[CH:7]=[CH:6][C:3]=1[CH:4]([C:37]1[C:36]2[C:40](=[C:32]([CH2:31][S:30][CH3:29])[CH:33]=[CH:34][CH:35]=2)[NH:39][CH:38]=1)[CH:16]1[C:17](=[O:18])[O:19][C:12]([CH3:20])([CH3:11])[O:13][C:14]1=[O:15], predict the reactants needed to synthesize it. The reactants are: [Cl:1][C:2]1[CH:9]=[C:8]([Cl:10])[CH:7]=[CH:6][C:3]=1[CH:4]=O.[CH3:11][C:12]1([CH3:20])[O:19][C:17](=[O:18])[CH2:16][C:14](=[O:15])[O:13]1.N1CCCC1C(O)=O.[CH3:29][S:30][CH2:31][C:32]1[CH:33]=[CH:34][CH:35]=[C:36]2[C:40]=1[NH:39][CH:38]=[CH:37]2.